Dataset: Reaction yield outcomes from USPTO patents with 853,638 reactions. Task: Predict the reaction yield, written as a fraction of the theoretical maximum amount of product (1.0 means a 100% yield; for example, 0.34 means a 34% yield). (1) The reactants are C([O:8][C:9]1[CH:14]=[CH:13][C:12]([CH2:15][CH2:16][O:17][C@@H:18]2[CH2:23][CH2:22][CH2:21][CH2:20][C@H:19]2[N:24]2[CH2:28][CH2:27][C@@H:26]([OH:29])[CH2:25]2)=[CH:11][C:10]=1[O:30][CH3:31])C1C=CC=CC=1. The catalyst is CO.O.[Pd]. The product is [OH:8][C:9]1[CH:14]=[CH:13][C:12]([CH2:15][CH2:16][O:17][C@@H:18]2[CH2:23][CH2:22][CH2:21][CH2:20][C@H:19]2[N:24]2[CH2:28][CH2:27][C@@H:26]([OH:29])[CH2:25]2)=[CH:11][C:10]=1[O:30][CH3:31]. The yield is 0.430. (2) The reactants are [CH3:1][O:2][C:3]([CH:5]1[CH2:10][C:9](=[O:11])[CH2:8][CH:7]([C:12]([O:14][CH3:15])=[O:13])[CH2:6]1)=[O:4].[CH2:16](O)[CH2:17][OH:18].O.C1(C)C=CC(S(O)(=O)=O)=CC=1.O. The catalyst is C1(C)C=CC=CC=1. The product is [CH3:15][O:14][C:12]([CH:7]1[CH2:6][CH:5]([C:3]([O:2][CH3:1])=[O:4])[CH2:10][C:9]2([O:18][CH2:17][CH2:16][O:11]2)[CH2:8]1)=[O:13]. The yield is 0.630.